From a dataset of Reaction yield outcomes from USPTO patents with 853,638 reactions. Predict the reaction yield, written as a fraction of the theoretical maximum amount of product (1.0 means a 100% yield; for example, 0.34 means a 34% yield). (1) The reactants are C(=O)([O-])[O-].[Ca+2].[C:6]1([S:12](Cl)(=[O:14])=[O:13])[CH:11]=[CH:10][CH:9]=[CH:8][CH:7]=1.[CH3:16][C:17]1[CH:18]=[C:19]([CH:21]=[C:22]([CH3:29])[C:23]=1[S:24][CH2:25][N+:26]([O-:28])=[O:27])[NH2:20].O. The catalyst is O1CCCC1. The product is [CH3:29][C:22]1[CH:21]=[C:19]([NH:20][S:12]([C:6]2[CH:11]=[CH:10][CH:9]=[CH:8][CH:7]=2)(=[O:14])=[O:13])[CH:18]=[C:17]([CH3:16])[C:23]=1[S:24][CH2:25][N+:26]([O-:28])=[O:27]. The yield is 0.680. (2) The reactants are Br[C:2]1[CH:7]=[CH:6][C:5]([Br:8])=[CH:4][N:3]=1.C(O)C.[CH3:12][NH2:13]. No catalyst specified. The product is [Br:8][C:5]1[CH:6]=[CH:7][C:2]([NH:13][CH3:12])=[N:3][CH:4]=1. The yield is 0.953. (3) The reactants are [NH:1]1[C:9]2[C:4](=[CH:5][CH:6]=[C:7]([CH2:10][NH2:11])[CH:8]=2)[CH:3]=[CH:2]1.[CH3:12][O:13][C:14](=[O:32])[C:15]1[CH:20]=[CH:19][C:18]([C:21](ON2C(=O)CCC2=O)=[O:22])=[CH:17][C:16]=1[Cl:31]. The catalyst is CN(C)C=O. The product is [CH3:12][O:13][C:14](=[O:32])[C:15]1[CH:20]=[CH:19][C:18]([C:21]([NH:11][CH2:10][C:7]2[CH:8]=[C:9]3[C:4]([CH:3]=[CH:2][NH:1]3)=[CH:5][CH:6]=2)=[O:22])=[CH:17][C:16]=1[Cl:31]. The yield is 0.940.